This data is from Reaction yield outcomes from USPTO patents with 853,638 reactions. The task is: Predict the reaction yield, written as a fraction of the theoretical maximum amount of product (1.0 means a 100% yield; for example, 0.34 means a 34% yield). (1) The reactants are [F:1][C:2]1[CH:3]=[C:4]([CH:8]=[CH:9][CH:10]=1)[C:5](Cl)=[O:6].[CH2:11]([NH:18][C:19]([C:21]1[S:25][C:24]([NH2:26])=[N:23][C:22]=1[CH3:27])=[O:20])[C:12]1[CH:17]=[CH:16][CH:15]=[CH:14][CH:13]=1. No catalyst specified. The product is [CH2:11]([NH:18][C:19]([C:21]1[S:25][C:24]([NH:26][C:5](=[O:6])[C:4]2[CH:8]=[CH:9][CH:10]=[C:2]([F:1])[CH:3]=2)=[N:23][C:22]=1[CH3:27])=[O:20])[C:12]1[CH:17]=[CH:16][CH:15]=[CH:14][CH:13]=1. The yield is 0.180. (2) The catalyst is CN(C=O)C. The product is [OH:1][CH:2]([C:6]1[CH:7]=[CH:8][C:9]([C:12]2[N:16]=[C:15]([C:17]3[O:21][N:20]=[C:19]([C:22]4[CH:23]=[CH:24][CH:25]=[CH:26][CH:27]=4)[C:18]=3[C:28]([F:31])([F:29])[F:30])[O:14][N:13]=2)=[CH:10][CH:11]=1)[C:3]([NH:45][CH2:44][CH2:43][S:40]([CH3:39])(=[O:42])=[O:41])=[O:4]. The yield is 0.362. The reactants are [OH:1][CH:2]([C:6]1[CH:11]=[CH:10][C:9]([C:12]2[N:16]=[C:15]([C:17]3[O:21][N:20]=[C:19]([C:22]4[CH:27]=[CH:26][CH:25]=[CH:24][CH:23]=4)[C:18]=3[C:28]([F:31])([F:30])[F:29])[O:14][N:13]=2)=[CH:8][CH:7]=1)[C:3](O)=[O:4].CN1CCOCC1.[CH3:39][S:40]([CH2:43][CH2:44][NH2:45])(=[O:42])=[O:41].F[P-](F)(F)(F)(F)F.N1(O[P+](N(C)C)(N(C)C)N(C)C)C2C=CC=CC=2N=N1. (3) The reactants are [C:1]([O:5][C:6](=[O:35])[NH:7][C:8]1[CH:13]=[CH:12][C:11]([S:14][C:15]2[CH:20]=[CH:19][C:18]([S:21](=[O:31])(=[O:30])[NH:22][C:23]3[CH:28]=[CH:27][C:26]([Br:29])=[CH:25][CH:24]=3)=[CH:17][C:16]=2[N+:32]([O-])=O)=[CH:10][CH:9]=1)([CH3:4])([CH3:3])[CH3:2].[Cl-].[NH4+]. The catalyst is O.C(O)C.C(OCC)(=O)C.[Fe]. The product is [C:1]([O:5][C:6](=[O:35])[NH:7][C:8]1[CH:13]=[CH:12][C:11]([S:14][C:15]2[CH:20]=[CH:19][C:18]([S:21](=[O:30])(=[O:31])[NH:22][C:23]3[CH:28]=[CH:27][C:26]([Br:29])=[CH:25][CH:24]=3)=[CH:17][C:16]=2[NH2:32])=[CH:10][CH:9]=1)([CH3:4])([CH3:2])[CH3:3]. The yield is 0.900. (4) The yield is 0.740. The catalyst is CC#N.CCOC(C)=O. The product is [CH2:23]([CH:27]1[CH2:32][CH2:31][N:30]([CH2:2][CH2:3][CH2:4][N:5]2[C:14]3[C:9](=[C:10]([CH3:15])[CH:11]=[CH:12][CH:13]=3)[CH:8]=[CH:7][C:6]2=[O:16])[CH2:29][CH2:28]1)[CH2:24][CH2:25][CH3:26]. The reactants are Cl[CH2:2][CH2:3][CH2:4][N:5]1[C:14]2[C:9](=[C:10]([CH3:15])[CH:11]=[CH:12][CH:13]=2)[CH:8]=[CH:7][C:6]1=[O:16].C([O-])([O-])=O.[K+].[K+].[CH2:23]([CH:27]1[CH2:32][CH2:31][NH:30][CH2:29][CH2:28]1)[CH2:24][CH2:25][CH3:26]. (5) The reactants are C(O[BH-](OC(=O)C)OC(=O)C)(=O)C.[Na+].[C:15]([O:19][C:20]([N:22]1[CH2:27][CH2:26][CH:25]([NH:28][CH2:29][C:30]2[S:34][CH:33]=[N:32][C:31]=2[Cl:35])[CH2:24][CH2:23]1)=[O:21])([CH3:18])([CH3:17])[CH3:16].[CH:36](=O)[CH:37]([CH3:39])[CH3:38].C(O)(=O)C.[OH-].[Na+]. The catalyst is ClCCCl. The product is [C:15]([O:19][C:20]([N:22]1[CH2:23][CH2:24][CH:25]([N:28]([CH2:29][C:30]2[S:34][CH:33]=[N:32][C:31]=2[Cl:35])[CH2:36][CH:37]([CH3:39])[CH3:38])[CH2:26][CH2:27]1)=[O:21])([CH3:18])([CH3:16])[CH3:17]. The yield is 0.970. (6) The reactants are [N-:1]=[N+:2]=[N-:3].[Na+].[C:5]([NH:8][C:9]1[CH:14]=[CH:13][C:12]([S:15](Cl)(=[O:17])=[O:16])=[CH:11][CH:10]=1)(=[O:7])[CH3:6]. The catalyst is CC(C)=O.O. The product is [C:5]([NH:8][C:9]1[CH:10]=[CH:11][C:12]([S:15]([N:1]=[N+:2]=[N-:3])(=[O:17])=[O:16])=[CH:13][CH:14]=1)(=[O:7])[CH3:6]. The yield is 0.870.